From a dataset of Full USPTO retrosynthesis dataset with 1.9M reactions from patents (1976-2016). Predict the reactants needed to synthesize the given product. (1) Given the product [CH:27]1[CH:28]=[CH:29][C:24]([P:11]([C:18]2[CH:19]=[CH:20][CH:21]=[CH:22][CH:23]=2)([C:12]2[CH:17]=[CH:16][CH:15]=[CH:14][CH:13]=2)=[O:37])=[CH:25][CH:26]=1, predict the reactants needed to synthesize it. The reactants are: [Cl-].C(OC([P+:11]([C:24]1[CH:29]=[CH:28][CH:27]=[CH:26][CH:25]=1)([C:18]1[CH:23]=[CH:22][CH:21]=[CH:20][CH:19]=1)[C:12]1[CH:17]=[CH:16][CH:15]=[CH:14][CH:13]=1)C(OCC)=O)C.C([O:37]C1C=CC(C=O)=CC=1)C1C=CC=CC=1.CN(C)C(=N)N(C)C. (2) Given the product [CH:1]([O:4][C:5]1[CH:6]=[C:7]([CH:11]=[CH:12][C:13]=1[CH:14]=[CH2:15])[C:8]([N:40]([CH:41]([CH3:43])[CH3:42])[CH:37]([CH3:39])[CH3:38])=[O:10])([CH3:2])[CH3:3], predict the reactants needed to synthesize it. The reactants are: [CH:1]([O:4][C:5]1[CH:6]=[C:7]([CH:11]=[CH:12][C:13]=1[CH:14]=[CH2:15])[C:8]([OH:10])=O)([CH3:3])[CH3:2].C(Cl)(=O)C(Cl)=O.C(OC1C=C(C=CC=1C=C)C(Cl)=O)(C)C.[CH:37]([NH:40][CH:41]([CH3:43])[CH3:42])([CH3:39])[CH3:38]. (3) Given the product [Cl:46][C:47]1[CH:48]=[C:49]([C:54]2[O:58][C:57]([CH2:59][CH2:60][NH:61][C:12]([C:9]3[NH:10][N:11]=[C:7]([C:4]4[CH:3]=[CH:2][N:1]=[CH:6][CH:5]=4)[CH:8]=3)=[O:14])=[CH:56][CH:55]=2)[CH:50]=[CH:51][C:52]=1[Cl:53], predict the reactants needed to synthesize it. The reactants are: [N:1]1[CH:6]=[CH:5][C:4]([C:7]2[CH2:8][C:9]([C:12]([OH:14])=O)=[N:10][N:11]=2)=[CH:3][CH:2]=1.CCN(C(C)C)C(C)C.CCN=C=NCCCN(C)C.C1C=CC2N(O)N=NC=2C=1.Cl.[Cl:46][C:47]1[CH:48]=[C:49]([C:54]2[O:58][C:57]([CH2:59][CH2:60][NH2:61])=[CH:56][CH:55]=2)[CH:50]=[CH:51][C:52]=1[Cl:53]. (4) Given the product [OH:29][NH:28][C:25]([N:22]1[CH2:21][CH2:20][CH:19]([CH2:18][O:17][C:14]2[CH:15]=[CH:16][C:11]([C:8]3[CH:9]=[CH:10][C:5]([S:2]([CH3:1])(=[O:3])=[O:4])=[CH:6][CH:7]=3)=[CH:12][CH:13]=2)[CH2:24][CH2:23]1)=[NH:26], predict the reactants needed to synthesize it. The reactants are: [CH3:1][S:2]([C:5]1[CH:10]=[CH:9][C:8]([C:11]2[CH:16]=[CH:15][C:14]([O:17][CH2:18][CH:19]3[CH2:24][CH2:23][N:22]([C:25]#[N:26])[CH2:21][CH2:20]3)=[CH:13][CH:12]=2)=[CH:7][CH:6]=1)(=[O:4])=[O:3].Cl.[NH2:28][OH:29].